Dataset: Forward reaction prediction with 1.9M reactions from USPTO patents (1976-2016). Task: Predict the product of the given reaction. (1) Given the reactants [CH3:1]C([O-])(C)C.[Na+].[CH:7]1[CH:8]=[C:9]2[C:17](=[O:18])[N:16]([CH:19]3[C:25](=[O:26])[NH:24][C:22](=[O:23])[CH2:21][CH2:20]3)[C:14](=[O:15])[C:10]2=[C:11]([NH2:13])[CH:12]=1.CI.C(O)(=O)C, predict the reaction product. The product is: [NH2:13][C:11]1[CH:12]=[CH:7][CH:8]=[C:9]2[C:10]=1[C:14](=[O:15])[N:16]([CH:19]1[CH2:20][CH2:21][C:22](=[O:23])[N:24]([CH3:1])[C:25]1=[O:26])[C:17]2=[O:18]. (2) Given the reactants [CH2:1]([O:3][C:4](=[O:26])[CH2:5][C:6]1[N:7]([C:16]2[CH:21]=[CH:20][C:19]([O:22][CH:23]([CH3:25])[CH3:24])=[CH:18][CH:17]=2)[C:8]2[C:13]([CH:14]=1)=[CH:12][C:11]([OH:15])=[CH:10][CH:9]=2)[CH3:2].[Cl:27][C:28]1[CH:29]=[C:30](B(O)O)[CH:31]=[CH:32][CH:33]=1.C(Cl)Cl.BrC1C=C2C(=CC=1)N(C1C=CC(OC3CCCC3)=CC=1)C(C#N)=C2, predict the reaction product. The product is: [CH2:1]([O:3][C:4](=[O:26])[CH2:5][C:6]1[N:7]([C:16]2[CH:21]=[CH:20][C:19]([O:22][CH:23]([CH3:25])[CH3:24])=[CH:18][CH:17]=2)[C:8]2[C:13]([CH:14]=1)=[CH:12][C:11]([O:15][C:32]1[CH:31]=[CH:30][CH:29]=[C:28]([Cl:27])[CH:33]=1)=[CH:10][CH:9]=2)[CH3:2]. (3) Given the reactants [Cl:1][C:2]1[CH:3]=[CH:4][C:5]2[O:9][C:8]([C:10]3[CH:11]=[CH:12][C:13]([NH:17][CH2:18][CH2:19][CH3:20])=[C:14]([CH:16]=3)[NH2:15])=[N:7][C:6]=2[CH:21]=1.Cl.[C:23](=N)(OC)[CH3:24].C(=O)([O-])O.[Na+], predict the reaction product. The product is: [Cl:1][C:2]1[CH:3]=[CH:4][C:5]2[O:9][C:8]([C:10]3[CH:11]=[CH:12][C:13]4[N:17]([CH2:18][CH2:19][CH3:20])[C:23]([CH3:24])=[N:15][C:14]=4[CH:16]=3)=[N:7][C:6]=2[CH:21]=1. (4) The product is: [CH3:15][C:16]1[C:20]([C:21]2[C:22]([O:45][CH3:46])=[CH:23][C:24]3[C:25]4[N:33]([C@@H:34]([C:36]5[CH:37]=[CH:38][C:39]([C:40]#[N:41])=[CH:42][CH:43]=5)[CH3:35])[C:32](=[O:44])[O:31][C:26]=4[CH:27]=[N:28][C:29]=3[CH:30]=2)=[C:19]([CH3:47])[O:18][N:17]=1. Given the reactants C(C1C(=O)C(Cl)=C(Cl)C(=O)C=1C#N)#N.[CH3:15][C:16]1[C:20]([C:21]2[C:22]([O:45][CH3:46])=[CH:23][C:24]3[CH:25]4[N:33]([C@@H:34]([C:36]5[CH:43]=[CH:42][C:39]([C:40]#[N:41])=[CH:38][CH:37]=5)[CH3:35])[C:32](=[O:44])[O:31][CH:26]4[CH2:27][NH:28][C:29]=3[CH:30]=2)=[C:19]([CH3:47])[O:18][N:17]=1, predict the reaction product.